Dataset: Forward reaction prediction with 1.9M reactions from USPTO patents (1976-2016). Task: Predict the product of the given reaction. (1) Given the reactants [NH:1]1[C:5]2=[N:6][CH:7]=[CH:8][CH:9]=[C:4]2[C:3]([CH:10]=[O:11])=[CH:2]1.[H-].[Na+].Cl[CH2:15][O:16][CH2:17][CH2:18][Si:19]([CH3:22])([CH3:21])[CH3:20], predict the reaction product. The product is: [CH3:20][Si:19]([CH3:22])([CH3:21])[CH2:18][CH2:17][O:16][CH2:15][N:1]1[C:5]2=[N:6][CH:7]=[CH:8][CH:9]=[C:4]2[C:3]([CH:10]=[O:11])=[CH:2]1. (2) Given the reactants [H-].[Na+].[CH3:3][N:4]([CH3:19])[CH:5]1[C:14]2[CH2:13][C:12](=[O:15])[CH:11]=[CH:10][C:9]3=[CH:16][NH:17][CH:18]=[C:7]([C:8]=23)[CH2:6]1.[C:20]1([S:26](Cl)(=[O:28])=[O:27])[CH:25]=[CH:24][CH:23]=[CH:22][CH:21]=1.[C:30](=[O:33])([O-:32])O.[Na+], predict the reaction product. The product is: [C:12]([OH:15])(=[O:27])[C:30]([OH:32])=[O:33].[C:20]1([S:26]([N:17]2[CH:18]=[C:7]3[CH2:6][CH:5]([N:4]([CH3:19])[CH3:3])[C:14]4[CH2:13][C:12](=[O:15])[CH:11]=[CH:10][C:9]([C:8]=43)=[CH:16]2)(=[O:28])=[O:27])[CH:25]=[CH:24][CH:23]=[CH:22][CH:21]=1. (3) Given the reactants [NH2:1][C:2]1[C:6]([Br:7])=[C:5]([CH3:8])[O:4][N:3]=1.N1C=CC=CC=1.Cl[C:16]([O:18][CH2:19][C:20]([Cl:23])([Cl:22])[Cl:21])=[O:17].C([O-])(O)=O.[Na+], predict the reaction product. The product is: [Br:7][C:6]1[C:2]([NH:1][C:16](=[O:17])[O:18][CH2:19][C:20]([Cl:23])([Cl:22])[Cl:21])=[N:3][O:4][C:5]=1[CH3:8].